Dataset: Forward reaction prediction with 1.9M reactions from USPTO patents (1976-2016). Task: Predict the product of the given reaction. (1) Given the reactants [Cl:1][C:2]1[CH:7]=[CH:6][CH:5]=[C:4]([Cl:8])[C:3]=1[C:9]1[C:10]2[CH:37]=[CH:36][CH:35]=[CH:34][C:11]=2[N:12]([CH2:25][C:26]2[CH:31]=[CH:30][C:29]([O:32][CH3:33])=[CH:28][CH:27]=2)[C:13](=[O:24])[CH:14]([NH:16]C(=O)OC(C)(C)C)[N:15]=1.C(O)(C(F)(F)F)=O.C([O-])(O)=O.[Na+], predict the reaction product. The product is: [NH2:16][CH:14]1[C:13](=[O:24])[N:12]([CH2:25][C:26]2[CH:27]=[CH:28][C:29]([O:32][CH3:33])=[CH:30][CH:31]=2)[C:11]2[CH:34]=[CH:35][CH:36]=[CH:37][C:10]=2[C:9]([C:3]2[C:4]([Cl:8])=[CH:5][CH:6]=[CH:7][C:2]=2[Cl:1])=[N:15]1. (2) Given the reactants Cl[CH2:2][CH2:3][CH2:4][CH2:5][C:6]1[N:7]([CH2:20][CH3:21])[N:8]=[C:9]2[C:18]=1[C:17]1[CH:16]=[CH:15][CH:14]=[CH:13][C:12]=1[N:11]=[C:10]2[NH2:19].[N:22]1[CH:27]=[CH:26][CH:25]=[CH:24][C:23]=1[N:28]1[CH2:33][CH2:32][NH:31][CH2:30][CH2:29]1.C(=O)([O-])[O-:35].[K+].[K+].[I-].[Na+], predict the reaction product. The product is: [OH2:35].[CH2:20]([N:7]1[C:6]([CH2:5][CH2:4][CH2:3][CH2:2][N:31]2[CH2:32][CH2:33][N:28]([C:23]3[CH:24]=[CH:25][CH:26]=[CH:27][N:22]=3)[CH2:29][CH2:30]2)=[C:18]2[C:9]([C:10]([NH2:19])=[N:11][C:12]3[CH:13]=[CH:14][CH:15]=[CH:16][C:17]=32)=[N:8]1)[CH3:21]. (3) Given the reactants [C:1]1([CH2:7][C:8]([N:10]2[CH2:14][CH2:13][C@H:12]([NH:15][C:16]3[N:25]=[C:24]([N:26]4[CH2:31][CH2:30][N:29](C(OC(C)(C)C)=O)[CH2:28][CH2:27]4)[C:23]4[C:18](=[CH:19][CH:20]=[CH:21][CH:22]=4)[N:17]=3)[CH2:11]2)=[O:9])[CH:6]=[CH:5][CH:4]=[CH:3][CH:2]=1.[OH-].[Na+], predict the reaction product. The product is: [C:1]1([CH2:7][C:8]([N:10]2[CH2:14][CH2:13][C@H:12]([NH:15][C:16]3[N:25]=[C:24]([N:26]4[CH2:31][CH2:30][NH:29][CH2:28][CH2:27]4)[C:23]4[C:18](=[CH:19][CH:20]=[CH:21][CH:22]=4)[N:17]=3)[CH2:11]2)=[O:9])[CH:6]=[CH:5][CH:4]=[CH:3][CH:2]=1. (4) Given the reactants [CH3:1][C:2]1[CH:7]=[CH:6][C:5]([NH:8][C:9](=[O:21])[C:10]2[CH:15]=[CH:14][N:13]=[C:12]([N:16]3[CH2:20][CH2:19][CH2:18][CH2:17]3)[CH:11]=2)=[CH:4][C:3]=1[C:22]1[CH:27]=[CH:26][C:25]([C:28]([OH:30])=O)=[CH:24][CH:23]=1.CN(C(ON1N=NC2C=CC=NC1=2)=[N+](C)C)C.F[P-](F)(F)(F)(F)F.C1C=CC2N(O)N=NC=2C=1.CCN(C(C)C)C(C)C.[NH2:74][CH2:75][CH2:76][CH2:77][N:78]1[CH:82]=[CH:81][N:80]=[CH:79]1, predict the reaction product. The product is: [N:78]1([CH2:77][CH2:76][CH2:75][NH:74][C:28]([C:25]2[CH:24]=[CH:23][C:22]([C:3]3[C:2]([CH3:1])=[CH:7][CH:6]=[C:5]([NH:8][C:9](=[O:21])[C:10]4[CH:15]=[CH:14][N:13]=[C:12]([N:16]5[CH2:17][CH2:18][CH2:19][CH2:20]5)[CH:11]=4)[CH:4]=3)=[CH:27][CH:26]=2)=[O:30])[CH:82]=[CH:81][N:80]=[CH:79]1. (5) Given the reactants I[C:2]1[C:10]2[C:5](=[CH:6][C:7]([CH:11]=[O:12])=[CH:8][CH:9]=2)[NH:4][N:3]=1.[CH3:13][N:14]1[CH2:19][CH2:18][N:17]([C:20]2[CH:25]=[CH:24][C:23](B3OC(C)(C)C(C)(C)O3)=[CH:22][N:21]=2)[CH2:16][CH2:15]1, predict the reaction product. The product is: [CH3:13][N:14]1[CH2:15][CH2:16][N:17]([C:20]2[N:21]=[CH:22][C:23]([C:2]3[C:10]4[C:5](=[CH:6][C:7]([CH:11]=[O:12])=[CH:8][CH:9]=4)[NH:4][N:3]=3)=[CH:24][CH:25]=2)[CH2:18][CH2:19]1. (6) The product is: [CH2:19]([O:26][C:27]1[CH:31]=[C:30]([C:32]([N:16]2[CH2:17][CH2:18][N:13]([C:8]3[CH:9]=[CH:10][CH:11]=[CH:12][C:7]=3[C:3]([CH3:6])([CH3:4])[CH3:5])[CH2:14][CH2:15]2)=[O:33])[O:29][N:28]=1)[C:20]1[CH:21]=[CH:22][CH:23]=[CH:24][CH:25]=1. Given the reactants Cl.Cl.[C:3]([C:7]1[CH:12]=[CH:11][CH:10]=[CH:9][C:8]=1[N:13]1[CH2:18][CH2:17][NH:16][CH2:15][CH2:14]1)([CH3:6])([CH3:5])[CH3:4].[CH2:19]([O:26][C:27]1[CH:31]=[C:30]([C:32](O)=[O:33])[O:29][N:28]=1)[C:20]1[CH:25]=[CH:24][CH:23]=[CH:22][CH:21]=1.C(N(CC)CC)C.CCN=C=NCCCN(C)C.C1C=CC2N(O)N=NC=2C=1, predict the reaction product. (7) Given the reactants [C:1]([O:6][CH2:7][CH2:8][CH2:9][CH2:10][CH2:11][CH2:12][CH2:13][CH2:14][CH2:15][CH2:16][CH2:17][CH2:18][CH2:19][CH2:20][CH2:21][CH2:22][CH2:23][CH3:24])(=[O:5])[C:2]([CH3:4])=[CH2:3].C(O[CH2:30][CH2:31][CH2:32][CH2:33][CH2:30][CH2:31][CH2:32][CH3:33])(=O)C=C.[C:38]([O:41][CH:42]=[CH2:43])(=[O:40])[CH3:39], predict the reaction product. The product is: [C:1]([O:6][CH2:7][CH2:8][CH2:9][CH2:10][CH2:11][CH2:12][CH2:13][CH2:14][CH2:15][CH2:16][CH2:17][CH2:18][CH2:19][CH2:20][CH2:21][CH2:22][CH2:23][CH2:24][CH2:30][CH2:31][CH2:32][CH3:33])(=[O:5])[C:2]([CH3:4])=[CH2:3].[C:1]([O:6][CH2:7][CH2:8][CH2:9][CH2:10][CH2:11][CH2:12][CH2:13][CH2:14][CH2:15][CH2:16][CH2:17][CH3:18])(=[O:5])[CH:2]=[CH2:3].[C:38]([O:41][CH:42]=[CH2:43])(=[O:40])[CH3:39]. (8) Given the reactants [C:1]([C:4]12[CH2:13][CH:8]3[CH2:9][CH:10]([CH2:12][C:6]([C:14]([OH:19])([CH3:18])[CH:15]([CH3:17])[CH3:16])([CH2:7]3)[CH2:5]1)[CH2:11]2)([OH:3])=[O:2].[OH:20][C:21](C12CC3CC(CC(C3)C1)C2)(C)[CH:22](C)[CH3:23], predict the reaction product. The product is: [C:1]([C:4]12[CH2:11][CH:10]3[CH2:9][CH:8]([CH2:7][C:6]([C:14]([O:19][C:21](=[O:20])[CH:22]=[CH2:23])([CH3:18])[CH:15]([CH3:16])[CH3:17])([CH2:12]3)[CH2:5]1)[CH2:13]2)([OH:3])=[O:2]. (9) Given the reactants [F:1][C:2]1[CH:7]=[CH:6][CH:5]=[CH:4][C:3]=1[C:8]1[N:9]=[N:10][N:11]([CH3:13])[CH:12]=1.[Li]CCCC.CN([CH:22]=[O:23])C.[Cl-].[NH4+], predict the reaction product. The product is: [F:1][C:2]1[CH:7]=[CH:6][CH:5]=[CH:4][C:3]=1[C:8]1[N:9]=[N:10][N:11]([CH3:13])[C:12]=1[CH:22]=[O:23].